This data is from Cav3 T-type calcium channel HTS with 100,875 compounds. The task is: Binary Classification. Given a drug SMILES string, predict its activity (active/inactive) in a high-throughput screening assay against a specified biological target. (1) The drug is s1c2CCCCc2nc1NC(=O)CCS(=O)(=O)c1ccccc1. The result is 0 (inactive). (2) The drug is o1c(COc2ccccc2)ccc1C(=O)Nc1ccc(OC)cc1. The result is 0 (inactive). (3) The molecule is s1nc2cc(NC(=O)N3CCCCC3)ccc2n1. The result is 0 (inactive). (4) The molecule is O(c1cc2c([nH]cc(c2=O)C(O)=O)cc1)CCC. The result is 0 (inactive). (5) The compound is S(c1n(C(C)C)c2c(n(c(=O)n(c2=O)C)C)n1)CC(=O)c1cc2OCCOc2cc1. The result is 0 (inactive). (6) The compound is O1c2cc(CN3CCN(CC3)CCC(=O)Nc3c4c([nH]c3C(OC)=O)ccc(c4)C)ccc2OC1. The result is 0 (inactive). (7) The drug is O1C(CCC1)CN(C(=O)N1CCOCC1)Cc1occc1. The result is 0 (inactive). (8) The compound is O1c2c(C(C(=O)N3CCN(CC3)C(=O)c3occc3)c3c1cccc3)cccc2. The result is 0 (inactive). (9) The compound is O=C(NCCC=1CCCCC1)c1n(c2nc3n(c(=O)c2c1)cccc3)C. The result is 0 (inactive).